From a dataset of Forward reaction prediction with 1.9M reactions from USPTO patents (1976-2016). Predict the product of the given reaction. Given the reactants Cl[C:2]1[CH:7]=[C:6]([NH:8][C:9]2[CH:18]=[CH:17][CH:16]=[CH:15][C:10]=2[C:11]([NH:13][CH3:14])=[O:12])[C:5]([C:19]([F:22])([F:21])[F:20])=[CH:4][N:3]=1.[NH2:23][C:24]1[C:25]([CH3:32])=[N:26][N:27]([CH2:29][CH2:30][OH:31])[CH:28]=1, predict the reaction product. The product is: [OH:31][CH2:30][CH2:29][N:27]1[CH:28]=[C:24]([NH:23][C:2]2[CH:7]=[C:6]([NH:8][C:9]3[CH:18]=[CH:17][CH:16]=[CH:15][C:10]=3[C:11]([NH:13][CH3:14])=[O:12])[C:5]([C:19]([F:22])([F:21])[F:20])=[CH:4][N:3]=2)[C:25]([CH3:32])=[N:26]1.